Dataset: Reaction yield outcomes from USPTO patents with 853,638 reactions. Task: Predict the reaction yield, written as a fraction of the theoretical maximum amount of product (1.0 means a 100% yield; for example, 0.34 means a 34% yield). (1) The reactants are O[C:2]1[CH:7]=[CH:6][N:5]2[N:8]=[CH:9][C:10]([C:11]([O:13][CH2:14][CH3:15])=[O:12])=[C:4]2[N:3]=1.P(Cl)(Cl)([Cl:18])=O. No catalyst specified. The product is [Cl:18][C:2]1[CH:7]=[CH:6][N:5]2[N:8]=[CH:9][C:10]([C:11]([O:13][CH2:14][CH3:15])=[O:12])=[C:4]2[N:3]=1. The yield is 0.976. (2) The reactants are Br[CH2:2]/[CH:3]=[CH:4]/[C:5]([NH:7][C:8]1[CH:9]=[C:10]2[C:15](=[CH:16][C:17]=1[O:18][CH2:19][CH3:20])[N:14]=[CH:13][N:12]=[C:11]2[NH:21][C:22]1[CH:23]=[C:24]2[C:28](=[CH:29][CH:30]=1)[N:27]([CH2:31][C:32]1[CH:37]=[CH:36][CH:35]=[C:34]([F:38])[CH:33]=1)[N:26]=[CH:25]2)=[O:6].CCN(C(C)C)C(C)C.[O:48]1[C@H:53]2[CH2:54][NH:55][CH2:56][C@H:52]2[O:51][CH2:50][CH2:49]1.O. The catalyst is CC(N(C)C)=O. The product is [CH2:19]([O:18][C:17]1[CH:16]=[C:15]2[C:10]([C:11]([NH:21][C:22]3[CH:23]=[C:24]4[C:28](=[CH:29][CH:30]=3)[N:27]([CH2:31][C:32]3[CH:37]=[CH:36][CH:35]=[C:34]([F:38])[CH:33]=3)[N:26]=[CH:25]4)=[N:12][CH:13]=[N:14]2)=[CH:9][C:8]=1[NH:7][C:5](=[O:6])/[CH:4]=[CH:3]/[CH2:2][N:55]1[CH2:54][C@H:53]2[O:48][CH2:49][CH2:50][O:51][C@H:52]2[CH2:56]1)[CH3:20]. The yield is 0.166.